Dataset: Full USPTO retrosynthesis dataset with 1.9M reactions from patents (1976-2016). Task: Predict the reactants needed to synthesize the given product. (1) The reactants are: [CH3:1][C@@H:2]1[NH:7][CH2:6][CH2:5][N:4]([CH2:8][C:9]([NH:11][C:12]2[CH:21]=[CH:20][CH:19]=[C:18]3[C:13]=2[CH:14]=[CH:15][CH:16]=[N:17]3)=[O:10])[CH2:3]1.[C:22]([C:24]1[CH:29]=[CH:28][C:27]([S:30](Cl)(=[O:32])=[O:31])=[CH:26][CH:25]=1)#[N:23]. Given the product [C:22]([C:24]1[CH:25]=[CH:26][C:27]([S:30]([N:7]2[CH2:6][CH2:5][N:4]([CH2:8][C:9]([NH:11][C:12]3[CH:21]=[CH:20][CH:19]=[C:18]4[C:13]=3[CH:14]=[CH:15][CH:16]=[N:17]4)=[O:10])[CH2:3][C@@H:2]2[CH3:1])(=[O:32])=[O:31])=[CH:28][CH:29]=1)#[N:23], predict the reactants needed to synthesize it. (2) Given the product [C:1]([C:5]1[N:10]=[CH:9][C:8]([C:11]2[N:12]([C:32]([N:50]3[CH2:51][CH2:52][N:47]([C:45](=[O:46])[CH2:44][C:41]4[S:42][CH:43]=[C:39]([CH3:38])[N:40]=4)[CH2:48][CH2:49]3)=[O:33])[C@@:13]([C:25]3[CH:26]=[CH:27][C:28]([Cl:31])=[CH:29][CH:30]=3)([CH3:24])[C@@:14]([C:17]3[CH:18]=[CH:19][C:20]([Cl:23])=[CH:21][CH:22]=3)([CH3:16])[N:15]=2)=[C:7]([O:35][CH2:36][CH3:37])[CH:6]=1)([CH3:2])([CH3:3])[CH3:4], predict the reactants needed to synthesize it. The reactants are: [C:1]([C:5]1[N:10]=[CH:9][C:8]([C:11]2[N:12]([C:32](Cl)=[O:33])[C@@:13]([C:25]3[CH:30]=[CH:29][C:28]([Cl:31])=[CH:27][CH:26]=3)([CH3:24])[C@@:14]([C:17]3[CH:22]=[CH:21][C:20]([Cl:23])=[CH:19][CH:18]=3)([CH3:16])[N:15]=2)=[C:7]([O:35][CH2:36][CH3:37])[CH:6]=1)([CH3:4])([CH3:3])[CH3:2].[CH3:38][C:39]1[N:40]=[C:41]([CH2:44][C:45]([N:47]2[CH2:52][CH2:51][NH:50][CH2:49][CH2:48]2)=[O:46])[S:42][CH:43]=1. (3) Given the product [CH2:13]([O:15][C:16](=[O:25])[CH:17]=[C:18]([C:2]1[CH:10]=[C:9]2[C:5]([C:6]([O:11][CH3:12])=[N:7][NH:8]2)=[CH:4][CH:3]=1)[C:19]1[CH:24]=[CH:23][CH:22]=[CH:21][N:20]=1)[CH3:14], predict the reactants needed to synthesize it. The reactants are: Br[C:2]1[CH:10]=[C:9]2[C:5]([C:6]([O:11][CH3:12])=[N:7][NH:8]2)=[CH:4][CH:3]=1.[CH2:13]([O:15][C:16](=[O:25])[CH:17]=[CH:18][C:19]1[CH:24]=[CH:23][CH:22]=[CH:21][N:20]=1)[CH3:14].